Task: Predict the reactants needed to synthesize the given product.. Dataset: Full USPTO retrosynthesis dataset with 1.9M reactions from patents (1976-2016) (1) Given the product [CH3:20][CH2:21][CH2:2][CH:3]([CH3:23])[CH3:4].[Cl:1][C:2]1[C:3]([C:23]([NH:25][CH:26]2[CH2:31][CH2:30]2)=[O:24])=[C:4]([CH:19]=[CH:20][C:21]=1[Cl:22])[O:5][CH:6]1[CH2:7][CH2:8][N:9]([C:12]([O:14][C:15]([CH3:18])([CH3:17])[CH3:16])=[O:13])[CH2:10][CH2:11]1, predict the reactants needed to synthesize it. The reactants are: [Cl:1][C:2]1[C:3]([C:23]([N:25]2C=CN=[CH:26]2)=[O:24])=[C:4]([CH:19]=[CH:20][C:21]=1[Cl:22])[O:5][CH:6]1[CH2:11][CH2:10][N:9]([C:12]([O:14][C:15]([CH3:18])([CH3:17])[CH3:16])=[O:13])[CH2:8][CH2:7]1.[CH:30]1(N)C[CH2:31]1. (2) Given the product [C:11]([O:10][C:9]([N:8]([C@H:16]1[CH2:24][CH2:23][CH2:22][C@H:21]([O:25][CH2:26][CH:27]([CH3:28])[CH3:29])[C@@H:20]([O:30][CH2:31][CH2:32][CH:33]([O:35][CH3:38])[CH3:34])[C@H:19]([CH3:36])[O:18][C:17]1=[O:37])[C:6](=[O:7])[O:5][C:1]([CH3:4])([CH3:3])[CH3:2])=[O:15])([CH3:13])([CH3:12])[CH3:14], predict the reactants needed to synthesize it. The reactants are: [C:1]([O:5][C:6]([N:8]([C@H:16]1[CH2:24][CH2:23][CH2:22][C@H:21]([O:25][CH2:26][CH:27]([CH3:29])[CH3:28])[C@@H:20]([O:30][CH2:31][CH2:32][CH:33]([OH:35])[CH3:34])[C@H:19]([CH3:36])[O:18][C:17]1=[O:37])[C:9](=[O:15])[O:10][C:11]([CH3:14])([CH3:13])[CH3:12])=[O:7])([CH3:4])([CH3:3])[CH3:2].[CH3:38]N(C1C2C(N(C)C)=CC=CC=2C=CC=1)C.F[B-](F)(F)F.C[O+](C)C.